Dataset: TCR-epitope binding with 47,182 pairs between 192 epitopes and 23,139 TCRs. Task: Binary Classification. Given a T-cell receptor sequence (or CDR3 region) and an epitope sequence, predict whether binding occurs between them. (1) The epitope is NLSALGIFST. The TCR CDR3 sequence is CASSFAGTDTQYF. Result: 1 (the TCR binds to the epitope). (2) The epitope is LPRRSGAAGA. The TCR CDR3 sequence is CASSPGTDTQYF. Result: 1 (the TCR binds to the epitope).